From a dataset of PAMPA (Parallel Artificial Membrane Permeability Assay) permeability data from NCATS. Regression/Classification. Given a drug SMILES string, predict its absorption, distribution, metabolism, or excretion properties. Task type varies by dataset: regression for continuous measurements (e.g., permeability, clearance, half-life) or binary classification for categorical outcomes (e.g., BBB penetration, CYP inhibition). Dataset: pampa_ncats. (1) The compound is CCCNC(=O)NC1=C(C=C(C=C1)OC2=NC=NC3=CC(=C(C=C32)OC)OC)Cl. The result is 1 (high permeability). (2) The molecule is CC1=C(C(=CC=C1)C)NC(=O)C2=NC(=NC=C2Cl)SC(C)C. The result is 1 (high permeability). (3) The compound is CC1=CC=C(C=C1)S(=O)(=O)NC2=CC=CC=C2C(=O)NC3=CN=C(C=C3)C4=CC=CC=C4. The result is 1 (high permeability).